The task is: Predict the reaction yield, written as a fraction of the theoretical maximum amount of product (1.0 means a 100% yield; for example, 0.34 means a 34% yield).. This data is from Reaction yield outcomes from USPTO patents with 853,638 reactions. The reactants are [CH2:1]([NH:8][CH2:9][C@H:10]1[CH2:15][O:14][C:13]2[CH:16]=[CH:17][C:18]([N+:26]([O-])=O)=[C:19]([CH2:20][C:21](OCC)=[O:22])[C:12]=2[O:11]1)[C:2]1[CH:7]=[CH:6][CH:5]=[CH:4][CH:3]=1.OP(O)(O)=O. The catalyst is [Pt].C(O)C. The product is [CH2:1]([NH:8][CH2:9][C@@H:10]1[O:11][C:12]2=[C:19]3[C:18](=[CH:17][CH:16]=[C:13]2[O:14][CH2:15]1)[NH:26][C:21](=[O:22])[CH2:20]3)[C:2]1[CH:7]=[CH:6][CH:5]=[CH:4][CH:3]=1. The yield is 0.550.